Dataset: Reaction yield outcomes from USPTO patents with 853,638 reactions. Task: Predict the reaction yield, written as a fraction of the theoretical maximum amount of product (1.0 means a 100% yield; for example, 0.34 means a 34% yield). (1) The reactants are [Br:1][C:2]1[CH:3]=[CH:4][C:5]2[C:11]3[S:12][C:13]([C:15](=[N:24][NH2:25])[NH:16][C:17]4[CH:22]=[CH:21][CH:20]=[CH:19][C:18]=4[Cl:23])=[CH:14][C:10]=3[CH2:9][CH2:8][O:7][C:6]=2[CH:26]=1.[N:27]#[C:28]Br. The catalyst is CO. The product is [Br:1][C:2]1[CH:3]=[CH:4][C:5]2[C:11]3[S:12][C:13]([C:15]4[N:16]([C:17]5[CH:22]=[CH:21][CH:20]=[CH:19][C:18]=5[Cl:23])[C:28]([NH2:27])=[N:25][N:24]=4)=[CH:14][C:10]=3[CH2:9][CH2:8][O:7][C:6]=2[CH:26]=1. The yield is 0.210. (2) The reactants are [NH2:1][C:2]1[CH:3]=[C:4]([CH:8]=[CH:9][CH:10]=1)[C:5]([OH:7])=[O:6].[CH3:11][C:12]([O:15][C:16](O[C:16]([O:15][C:12]([CH3:14])([CH3:13])[CH3:11])=[O:17])=[O:17])([CH3:14])[CH3:13].CCN(CC)CC. The catalyst is C1COCC1.O. The product is [C:12]([O:15][C:16]([NH:1][C:2]1[CH:3]=[C:4]([CH:8]=[CH:9][CH:10]=1)[C:5]([OH:7])=[O:6])=[O:17])([CH3:14])([CH3:13])[CH3:11]. The yield is 0.960. (3) The reactants are N[C:2]1[C:10]2[C:5](=[N:6][C:7]([N:14]3[CH2:19][CH2:18][CH:17]([OH:20])[CH2:16][CH2:15]3)=[CH:8][C:9]=2[CH2:11][CH2:12][CH3:13])[S:4][C:3]=1[C:21]#[N:22].C(=O)(O)O.[NH2:27][C:28]([NH2:30])=[NH:29]. No catalyst specified. The product is [NH2:29][C:28]1[N:30]=[C:21]([NH2:22])[C:3]2[S:4][C:5]3[N:6]=[C:7]([N:14]4[CH2:19][CH2:18][CH:17]([OH:20])[CH2:16][CH2:15]4)[CH:8]=[C:9]([CH2:11][CH2:12][CH3:13])[C:10]=3[C:2]=2[N:27]=1. The yield is 0.330. (4) The reactants are [CH3:1][N:2]1[C:6]([NH:7][C:8](=[O:25])[C@@H:9]([NH:17]C(=O)OC(C)(C)C)[CH2:10][C:11]2[CH:16]=[CH:15][CH:14]=[CH:13][CH:12]=2)=[CH:5][C:4]([C:26]2[CH:31]=[CH:30][N:29]=[CH:28][CH:27]=2)=[N:3]1.[S:32]1[CH:36]=[C:35]([CH:37]=O)[N:34]=[CH:33]1.CC(O)=O.ClCCCl.C(O[BH-](OC(=O)C)OC(=O)C)(=O)C.[Na+]. The catalyst is ClCCCl. The product is [CH3:1][N:2]1[C:6]([NH:7][C:8](=[O:25])[C@@H:9]([NH:17][CH2:37][C:35]2[N:34]=[CH:33][S:32][CH:36]=2)[CH2:10][C:11]2[CH:12]=[CH:13][CH:14]=[CH:15][CH:16]=2)=[CH:5][C:4]([C:26]2[CH:27]=[CH:28][N:29]=[CH:30][CH:31]=2)=[N:3]1. The yield is 0.530. (5) The reactants are [OH-].[K+:2].C[O:4][C:5]([C:7]1[CH:8]=[C:9]([C:17]#[C:18]C(C)CO)[CH:10]=[C:11]([C:13]([O:15]C)=[O:14])[CH:12]=1)=[O:6]. The catalyst is C(O)CCC. The product is [C:17]([C:9]1[CH:10]=[C:11]([C:13]([O-:15])=[O:14])[CH:12]=[C:7]([CH:8]=1)[C:5]([O-:6])=[O:4])#[CH:18].[K+:2].[K+:2]. The yield is 0.970. (6) The reactants are [CH3:1][O:2][C:3](=[O:21])[C:4]1[CH:9]=[CH:8][C:7]([C:10](=[O:20])[C:11]2[CH:16]=[CH:15][C:14]([O:17][CH3:18])=[C:13]([Br:19])[CH:12]=2)=[CH:6][CH:5]=1.C([Mg]Br)[CH:23]([CH3:25])[CH3:24].[CH2:28]1[CH2:32]OC[CH2:29]1. No catalyst specified. The product is [CH3:1][O:2][C:3](=[O:21])[C:4]1[CH:5]=[CH:6][C:7]([C:10]([C:11]2[CH:16]=[CH:15][C:14]([O:17][CH3:18])=[C:13]([Br:19])[CH:12]=2)([OH:20])[CH2:29][CH2:28][CH2:32][CH2:24][CH2:23][CH3:25])=[CH:8][CH:9]=1. The yield is 0.100. (7) The reactants are [CH3:1][NH:2][C:3]1[CH:8]=[CH:7][C:6]([O:9][C:10]2[CH:15]=[CH:14][C:13]([N+:16]([O-])=O)=[CH:12][CH:11]=2)=[CH:5][C:4]=1[N+:19]([O-])=O.[CH3:22][O:23][C:24]([NH:26][C:27](=NC(OC)=O)SC)=[O:25]. The catalyst is CO.[Pd]. The product is [CH3:1][N:2]1[C:3]2[CH:8]=[CH:7][C:6]([O:9][C:10]3[CH:15]=[CH:14][C:13]([NH2:16])=[CH:12][CH:11]=3)=[CH:5][C:4]=2[N:19]=[C:27]1[NH:26][C:24](=[O:25])[O:23][CH3:22]. The yield is 0.0400. (8) The reactants are [Br:1][C:2]1[C:3](Cl)=[N:4][C:5]([Cl:8])=[N:6][CH:7]=1.[CH3:10][O:11][C:12]1[CH:17]=[CH:16][C:15]([OH:18])=[CH:14][CH:13]=1.C(=O)([O-])[O-].[K+].[K+].O. The catalyst is CN(C=O)C. The product is [Br:1][C:2]1[C:3]([O:18][C:15]2[CH:16]=[CH:17][C:12]([O:11][CH3:10])=[CH:13][CH:14]=2)=[N:4][C:5]([Cl:8])=[N:6][CH:7]=1. The yield is 0.960.